From a dataset of Full USPTO retrosynthesis dataset with 1.9M reactions from patents (1976-2016). Predict the reactants needed to synthesize the given product. (1) Given the product [NH2:1][C:2]1[N:7]=[C:6]([CH:8]([NH:38][C:33]2[CH:34]=[CH:35][CH:36]=[CH:37][C:32]=2[C:31]([NH:30][C:22]2[CH:21]=[C:20]3[C:25]([C:26]([CH3:28])([CH3:29])[CH2:27][N:18]([C:16]([O:15][C:11]([CH3:14])([CH3:12])[CH3:13])=[O:17])[CH2:19]3)=[CH:24][CH:23]=2)=[O:39])[CH3:9])[CH:5]=[CH:4][N:3]=1, predict the reactants needed to synthesize it. The reactants are: [NH2:1][C:2]1[N:7]=[C:6]([C:8](=O)[CH3:9])[CH:5]=[CH:4][N:3]=1.[C:11]([O:15][C:16]([N:18]1[CH2:27][C:26]([CH3:29])([CH3:28])[C:25]2[C:20](=[CH:21][C:22]([NH:30][C:31](=[O:39])[C:32]3[CH:37]=[CH:36][CH:35]=[CH:34][C:33]=3[NH2:38])=[CH:23][CH:24]=2)[CH2:19]1)=[O:17])([CH3:14])([CH3:13])[CH3:12].[BH-](OC(C)=O)(OC(C)=O)OC(C)=O.[Na+]. (2) Given the product [Br:1][C:2]1[CH:3]=[C:4]([C@H:8]([O:9][S:19]([C:22]2[CH:28]=[CH:27][C:25]([CH3:26])=[CH:24][CH:23]=2)(=[O:21])=[O:20])[C@H:10]([C:12]2[CH:17]=[CH:16][CH:15]=[C:14]([Br:18])[CH:13]=2)[O:11][S:19]([C:22]2[CH:28]=[CH:27][C:25]([CH3:26])=[CH:24][CH:23]=2)(=[O:21])=[O:20])[CH:5]=[CH:6][CH:7]=1, predict the reactants needed to synthesize it. The reactants are: [Br:1][C:2]1[CH:3]=[C:4]([C@@H:8]([C@H:10]([C:12]2[CH:17]=[CH:16][CH:15]=[C:14]([Br:18])[CH:13]=2)[OH:11])[OH:9])[CH:5]=[CH:6][CH:7]=1.[S:19](Cl)([C:22]1[CH:28]=[CH:27][C:25]([CH3:26])=[CH:24][CH:23]=1)(=[O:21])=[O:20]. (3) Given the product [Cl:26][C:20]1[C:21]([OH:25])=[CH:22][CH:23]=[CH:24][C:19]=1[CH2:18][S:8][C:6]1[N:5]=[C:4]([OH:9])[CH:3]=[C:2]([CH3:1])[N:7]=1, predict the reactants needed to synthesize it. The reactants are: [CH3:1][C:2]1[N:7]=[C:6]([SH:8])[N:5]=[C:4]([OH:9])[CH:3]=1.C(N(CC)CC)C.Br[CH2:18][C:19]1[C:20]([Cl:26])=[C:21]([OH:25])[CH:22]=[CH:23][CH:24]=1. (4) Given the product [Cl:1][C:2]1[CH:3]=[CH:4][C:5]([CH2:6][NH:7][C:8]([C:10]2[CH:11]=[C:12]3[C:13]([C:14](=[O:16])[N:25]([C:26]4[C:31]([C:32]([OH:34])=[O:33])=[CH:30][CH:29]=[CH:28][N:27]=4)[C:21](=[S:22])[NH:20]3)=[CH:18][CH:19]=2)=[O:9])=[CH:23][CH:24]=1, predict the reactants needed to synthesize it. The reactants are: [Cl:1][C:2]1[CH:24]=[CH:23][C:5]([CH2:6][NH:7][C:8]([C:10]2[CH:19]=[CH:18][C:13]([C:14]([O:16]C)=O)=[C:12]([N:20]=[C:21]=[S:22])[CH:11]=2)=[O:9])=[CH:4][CH:3]=1.[NH2:25][C:26]1[C:31]([C:32]([OH:34])=[O:33])=[CH:30][CH:29]=[CH:28][N:27]=1. (5) Given the product [Cl:1][C:2]1[C:7]([Cl:8])=[CH:6][CH:5]=[CH:4][C:3]=1[C:13]1[CH:18]=[CH:17][C:16](/[C:19](/[CH3:26])=[CH:20]/[C:21]([O:23][CH2:24][CH3:25])=[O:22])=[CH:15][CH:14]=1, predict the reactants needed to synthesize it. The reactants are: [Cl:1][C:2]1[C:7]([Cl:8])=[CH:6][CH:5]=[CH:4][C:3]=1B(O)O.Br[C:13]1[CH:18]=[CH:17][C:16](/[C:19](/[CH3:26])=[CH:20]/[C:21]([O:23][CH2:24][CH3:25])=[O:22])=[CH:15][CH:14]=1. (6) Given the product [Cl:1][C:16]1[CH:17]=[N:18][C:10]2[N:9]=[C:19]([CH3:20])[O:13][C:12](=[O:14])[C:11]=2[CH:15]=1, predict the reactants needed to synthesize it. The reactants are: [Cl:1]N1C(=O)CCC1=O.[NH2:9][C:10]1[N:18]=[CH:17][CH:16]=[CH:15][C:11]=1[C:12]([OH:14])=[O:13].[C:19](#N)[CH3:20].